From a dataset of NCI-60 drug combinations with 297,098 pairs across 59 cell lines. Regression. Given two drug SMILES strings and cell line genomic features, predict the synergy score measuring deviation from expected non-interaction effect. (1) Drug 1: CC(C1=C(C=CC(=C1Cl)F)Cl)OC2=C(N=CC(=C2)C3=CN(N=C3)C4CCNCC4)N. Drug 2: C1CN1P(=S)(N2CC2)N3CC3. Cell line: OVCAR3. Synergy scores: CSS=-2.75, Synergy_ZIP=0.360, Synergy_Bliss=-2.71, Synergy_Loewe=-5.72, Synergy_HSA=-5.20. (2) Drug 1: CC1C(C(CC(O1)OC2CC(CC3=C2C(=C4C(=C3O)C(=O)C5=C(C4=O)C(=CC=C5)OC)O)(C(=O)C)O)N)O.Cl. Drug 2: CC1=C(N=C(N=C1N)C(CC(=O)N)NCC(C(=O)N)N)C(=O)NC(C(C2=CN=CN2)OC3C(C(C(C(O3)CO)O)O)OC4C(C(C(C(O4)CO)O)OC(=O)N)O)C(=O)NC(C)C(C(C)C(=O)NC(C(C)O)C(=O)NCCC5=NC(=CS5)C6=NC(=CS6)C(=O)NCCC[S+](C)C)O. Cell line: SF-539. Synergy scores: CSS=14.4, Synergy_ZIP=-1.35, Synergy_Bliss=1.43, Synergy_Loewe=-6.97, Synergy_HSA=2.46. (3) Drug 1: C1CC(=O)NC(=O)C1N2CC3=C(C2=O)C=CC=C3N. Drug 2: CC=C1C(=O)NC(C(=O)OC2CC(=O)NC(C(=O)NC(CSSCCC=C2)C(=O)N1)C(C)C)C(C)C. Cell line: HT29. Synergy scores: CSS=50.7, Synergy_ZIP=0.835, Synergy_Bliss=-0.172, Synergy_Loewe=-62.3, Synergy_HSA=-0.00913. (4) Drug 1: CS(=O)(=O)OCCCCOS(=O)(=O)C. Drug 2: CN(C(=O)NC(C=O)C(C(C(CO)O)O)O)N=O. Cell line: MOLT-4. Synergy scores: CSS=25.3, Synergy_ZIP=-7.42, Synergy_Bliss=-3.66, Synergy_Loewe=-6.87, Synergy_HSA=-2.23. (5) Drug 1: CC12CCC(CC1=CCC3C2CCC4(C3CC=C4C5=CN=CC=C5)C)O. Drug 2: CCCCC(=O)OCC(=O)C1(CC(C2=C(C1)C(=C3C(=C2O)C(=O)C4=C(C3=O)C=CC=C4OC)O)OC5CC(C(C(O5)C)O)NC(=O)C(F)(F)F)O. Cell line: SK-MEL-2. Synergy scores: CSS=4.20, Synergy_ZIP=7.01, Synergy_Bliss=5.26, Synergy_Loewe=1.72, Synergy_HSA=2.10. (6) Drug 1: CN(C)N=NC1=C(NC=N1)C(=O)N. Drug 2: CCN(CC)CCCC(C)NC1=C2C=C(C=CC2=NC3=C1C=CC(=C3)Cl)OC. Cell line: A549. Synergy scores: CSS=27.0, Synergy_ZIP=6.91, Synergy_Bliss=12.5, Synergy_Loewe=10.8, Synergy_HSA=11.3.